The task is: Predict the reactants needed to synthesize the given product.. This data is from Full USPTO retrosynthesis dataset with 1.9M reactions from patents (1976-2016). (1) Given the product [N:38]1[CH:39]=[CH:40][C:41]([C:2]2[N:7]=[C:6]3[N:8]([CH2:12][CH2:13][CH2:14][CH2:15][CH2:16][CH2:17][C:18]([O:20][CH2:21][CH3:22])=[O:19])[CH2:9][CH2:10][CH2:11][C:5]3=[N:4][C:3]=2[C:23]2[CH:28]=[CH:27][C:26]([CH3:29])=[CH:25][CH:24]=2)=[CH:33][CH:34]=1, predict the reactants needed to synthesize it. The reactants are: Cl[C:2]1[N:7]=[C:6]2[N:8]([CH2:12][CH2:13][CH2:14][CH2:15][CH2:16][CH2:17][C:18]([O:20][CH2:21][CH3:22])=[O:19])[CH2:9][CH2:10][CH2:11][C:5]2=[N:4][C:3]=1[C:23]1[CH:28]=[CH:27][C:26]([CH3:29])=[CH:25][CH:24]=1.BrC1N=[C:33]2[CH2:41][CH2:40][CH2:39][N:38](CCCCCCC(OCC)=O)[C:34]2=NC=1Cl.CC1(C)C(C)(C)OB(C2C=CN=CC=2)O1.C(=O)([O-])[O-].[K+].[K+]. (2) Given the product [CH2:1]([O:3][C:4](=[O:26])[CH2:5][CH2:6][N:7]([C:8]([O:10][C:11]([CH3:14])([CH3:13])[CH3:12])=[O:9])[CH2:15][C:16]([OH:18])=[O:17])[CH3:2], predict the reactants needed to synthesize it. The reactants are: [CH2:1]([O:3][C:4](=[O:26])[CH2:5][CH2:6][N:7]([CH2:15][C:16]([O:18]CC1C=CC=CC=1)=[O:17])[C:8]([O:10][C:11]([CH3:14])([CH3:13])[CH3:12])=[O:9])[CH3:2].